This data is from Forward reaction prediction with 1.9M reactions from USPTO patents (1976-2016). The task is: Predict the product of the given reaction. (1) Given the reactants [CH3:1][C:2]1[CH:3]=[C:4]([CH:7]=[CH:8][C:9]=1[CH3:10])[CH:5]=O.C(O)(=O)[CH2:12][C:13]([OH:15])=[O:14].N1CCCCC1.Cl, predict the reaction product. The product is: [CH3:1][C:2]1[CH:3]=[C:4]([CH:5]=[CH:12][C:13]([OH:15])=[O:14])[CH:7]=[CH:8][C:9]=1[CH3:10]. (2) Given the reactants [BH4-].[Na+].O.[CH2:4]([O:6][C:7]([C@@H:9]1[CH2:11][C@H:10]1[CH:12]([NH:23][C:24]([O:26][C:27]([CH3:30])([CH3:29])[CH3:28])=[O:25])S(C1C=CC(C)=CC=1)(=O)=O)=[O:8])[CH3:5], predict the reaction product. The product is: [CH2:4]([O:6][C:7]([C@@H:9]1[CH2:11][C@H:10]1[CH2:12][NH:23][C:24]([O:26][C:27]([CH3:28])([CH3:30])[CH3:29])=[O:25])=[O:8])[CH3:5]. (3) Given the reactants Br[CH2:2][CH2:3][CH2:4][CH2:5][CH2:6][CH2:7][CH2:8][CH2:9][CH2:10][OH:11].FC(F)(F)C(O)=O.[CH3:19][C:20]1[S:24][C:23]([C:25]([N:27]2[CH2:32][C:31]3([CH2:37][CH2:36][NH:35][CH2:34][CH2:33]3)[O:30][CH2:29][CH2:28]2)=[O:26])=[CH:22][CH:21]=1.C(N(CC)CC)C, predict the reaction product. The product is: [OH:11][CH2:10][CH2:9][CH2:8][CH2:7][CH2:6][CH2:5][CH2:4][CH2:3][CH2:2][N:35]1[CH2:36][CH2:37][C:31]2([O:30][CH2:29][CH2:28][N:27]([C:25]([C:23]3[S:24][C:20]([CH3:19])=[CH:21][CH:22]=3)=[O:26])[CH2:32]2)[CH2:33][CH2:34]1. (4) Given the reactants [H-].[Na+].[F:3][C:4]1[CH:9]=[CH:8][C:7]([OH:10])=[CH:6][CH:5]=1.[CH3:11][O:12][C:13]1[CH:14]=[C:15]([CH:18]=[CH:19][CH:20]=1)CCl.[C:21]1(C)C=CC=CC=1, predict the reaction product. The product is: [F:3][C:4]1[CH:9]=[CH:8][C:7]([OH:10])=[C:6]([CH2:21][C:18]2[CH:19]=[CH:20][C:13]([O:12][CH3:11])=[CH:14][CH:15]=2)[CH:5]=1. (5) Given the reactants Cl.[CH2:2]([C@@:9]12[CH2:38][CH2:37][C:32]3(OCC[O:33]3)[CH2:31][C@@H:10]1[CH2:11][N:12]([CH3:30])[CH2:13][C:14]1[CH:19]=[C:18]([C:20]([NH:22][C:23]3[C:24]([CH3:29])=[N:25][CH:26]=[CH:27][CH:28]=3)=[O:21])[CH:17]=[CH:16][C:15]=12)[C:3]1[CH:8]=[CH:7][CH:6]=[CH:5][CH:4]=1.C([O-])(O)=O.[Na+], predict the reaction product. The product is: [CH2:2]([C@@:9]12[CH2:38][CH2:37][C:32](=[O:33])[CH2:31][C@@H:10]1[CH2:11][N:12]([CH3:30])[CH2:13][C:14]1[CH:19]=[C:18]([C:20]([NH:22][C:23]3[C:24]([CH3:29])=[N:25][CH:26]=[CH:27][CH:28]=3)=[O:21])[CH:17]=[CH:16][C:15]=12)[C:3]1[CH:4]=[CH:5][CH:6]=[CH:7][CH:8]=1.[CH2:2]([C@@:9]12[CH2:38][CH2:37][C@H:32]([OH:33])[CH2:31][C@@H:10]1[CH2:11][N:12]([CH3:30])[CH2:13][C:14]1[CH:19]=[C:18]([C:20]([NH:22][C:23]3[C:24]([CH3:29])=[N:25][CH:26]=[CH:27][CH:28]=3)=[O:21])[CH:17]=[CH:16][C:15]=12)[C:3]1[CH:4]=[CH:5][CH:6]=[CH:7][CH:8]=1. (6) Given the reactants [CH2:1]([C:3]1[N:4]([CH2:11][CH2:12][O:13][C:14]2[CH:20]=[CH:19][C:17](N)=[CH:16][CH:15]=2)[C:5](=[O:10])[CH:6]=[C:7]([CH3:9])[N:8]=1)[CH3:2].[BrH:21].N([O-])=O.[Na+].[C:26]([O:30][CH2:31][CH3:32])(=[O:29])[CH:27]=[CH2:28], predict the reaction product. The product is: [Br:21][CH:27]([CH2:28][C:17]1[CH:19]=[CH:20][C:14]([O:13][CH2:12][CH2:11][N:4]2[C:5](=[O:10])[CH:6]=[C:7]([CH3:9])[N:8]=[C:3]2[CH2:1][CH3:2])=[CH:15][CH:16]=1)[C:26]([O:30][CH2:31][CH3:32])=[O:29]. (7) Given the reactants [OH:1][CH2:2][C:3]1[C:4]([CH3:11])=[C:5]([CH:8]=[CH:9][CH:10]=1)[C:6]#[N:7].C(=O)(O)[O-].[Na+].Cl.[NH2:18][OH:19], predict the reaction product. The product is: [OH:19][NH:18][C:6]([C:5]1[CH:8]=[CH:9][CH:10]=[C:3]([CH2:2][OH:1])[C:4]=1[CH3:11])=[NH:7]. (8) Given the reactants [CH3:1][C:2]1[N:6]=[C:5]([CH2:7][O:8][C:9]2[CH:14]=[CH:13][C:12]([N+:15]([O-])=O)=[C:11]([N+:18]([O-])=O)[CH:10]=2)[O:4][N:3]=1.[NH:21]1[C:29]2[C:24](=[CH:25][CH:26]=[C:27]([NH:30][C:31]([C:33]3[CH:40]=[CH:39][C:36]([CH:37]=O)=[CH:35][CH:34]=3)=[O:32])[CH:28]=2)[CH:23]=[CH:22]1, predict the reaction product. The product is: [CH3:1][C:2]1[N:6]=[C:5]([CH2:7][O:8][C:9]2[CH:14]=[CH:13][C:12]3[N:15]=[C:37]([C:36]4[CH:35]=[CH:34][C:33]([C:31]([NH:30][C:27]5[CH:28]=[C:29]6[C:24]([CH:23]=[CH:22][NH:21]6)=[CH:25][CH:26]=5)=[O:32])=[CH:40][CH:39]=4)[NH:18][C:11]=3[CH:10]=2)[O:4][N:3]=1. (9) Given the reactants Cl[C:2]1[N:3]=[C:4]([N:19]2[CH2:23][CH2:22][C:21]([F:25])([F:24])[CH2:20]2)[C:5]2[N:10]=[N:9][N:8]([CH2:11][C:12]3[CH:17]=[CH:16][CH:15]=[CH:14][C:13]=3[Cl:18])[C:6]=2[N:7]=1.[CH3:26][CH2:27][N:28](C(C)C)C(C)C.C(N)C, predict the reaction product. The product is: [Cl:18][C:13]1[CH:14]=[CH:15][CH:16]=[CH:17][C:12]=1[CH2:11][N:8]1[C:6]2[N:7]=[C:2]([NH:28][CH2:27][CH3:26])[N:3]=[C:4]([N:19]3[CH2:23][CH2:22][C:21]([F:25])([F:24])[CH2:20]3)[C:5]=2[N:10]=[N:9]1.